Predict the reaction yield, written as a fraction of the theoretical maximum amount of product (1.0 means a 100% yield; for example, 0.34 means a 34% yield). From a dataset of Reaction yield outcomes from USPTO patents with 853,638 reactions. (1) The reactants are Cl[C:2]1[N:12]=[CH:11][CH:10]=[CH:9][C:3]=1[C:4]([O:6][CH2:7][CH3:8])=[O:5].[C:13]([S:32][CH2:33][CH2:34][NH2:35])([C:26]1[CH:31]=[CH:30][CH:29]=[CH:28][CH:27]=1)([C:20]1[CH:25]=[CH:24][CH:23]=[CH:22][CH:21]=1)[C:14]1[CH:19]=[CH:18][CH:17]=[CH:16][CH:15]=1.C(=O)([O-])[O-].[Cs+].[Cs+].ClCCl. The catalyst is O1CCOCC1.CCOC(C)=O.O. The product is [C:13]([S:32][CH2:33][CH2:34][NH:35][C:2]1[N:12]=[CH:11][CH:10]=[CH:9][C:3]=1[C:4]([O:6][CH2:7][CH3:8])=[O:5])([C:20]1[CH:21]=[CH:22][CH:23]=[CH:24][CH:25]=1)([C:26]1[CH:31]=[CH:30][CH:29]=[CH:28][CH:27]=1)[C:14]1[CH:19]=[CH:18][CH:17]=[CH:16][CH:15]=1. The yield is 0.850. (2) The reactants are [CH3:1][S:2](Cl)(=[O:4])=[O:3].[OH:6][CH2:7][CH:8]1[CH2:13][CH2:12][CH2:11][CH2:10][CH:9]1[C:14]([O:16][CH3:17])=[O:15]. The catalyst is C(Cl)Cl. The product is [CH3:1][S:2]([O:6][CH2:7][C@@H:8]1[CH2:13][CH2:12][CH2:11][CH2:10][C@H:9]1[C:14]([O:16][CH3:17])=[O:15])(=[O:4])=[O:3]. The yield is 1.00. (3) The reactants are C(OC([NH:11][C@H:12]1[CH2:17][CH2:16][CH2:15][CH2:14][C@@:13]1([CH2:22][CH3:23])[C:18]([O:20][CH3:21])=[O:19])=O)C1C=CC=CC=1. The catalyst is CO.[Pd]. The product is [NH2:11][C@H:12]1[CH2:17][CH2:16][CH2:15][CH2:14][C@@:13]1([CH2:22][CH3:23])[C:18]([O:20][CH3:21])=[O:19]. The yield is 0.880. (4) The reactants are C(NC(C)C)(C)C.[Li]CCCC.CCCCCC.[F:19][C:20]1[CH:25]=[CH:24][C:23]([C:26]2[S:27][CH:28]=[CH:29][N:30]=2)=[CH:22][CH:21]=1.[C:31]([C:34]1[CH:39]=[CH:38][N:37]=[CH:36][CH:35]=1)(=[O:33])[CH3:32]. The catalyst is C1COCC1. The product is [F:19][C:20]1[CH:21]=[CH:22][C:23]([C:26]2[S:27][C:28]([C:31]([C:34]3[CH:39]=[CH:38][N:37]=[CH:36][CH:35]=3)([OH:33])[CH3:32])=[CH:29][N:30]=2)=[CH:24][CH:25]=1. The yield is 0.570. (5) The reactants are [Br:1][C:2]1[CH:3]=[N:4][C:5]([O:8][C:9]2[CH:10]=[C:11]([CH:26]=[CH:27][CH:28]=2)[CH:12]=[C:13]2[CH2:18][CH2:17][N:16](C(OC(C)(C)C)=O)[CH2:15][CH2:14]2)=[N:6][CH:7]=1.[F:29][C:30]([F:35])([F:34])[C:31]([OH:33])=[O:32].C1(C)C=CC=CC=1. The catalyst is ClCCl. The product is [F:29][C:30]([F:35])([F:34])[C:31]([OH:33])=[O:32].[Br:1][C:2]1[CH:3]=[N:4][C:5]([O:8][C:9]2[CH:28]=[CH:27][CH:26]=[C:11]([CH:12]=[C:13]3[CH2:18][CH2:17][NH:16][CH2:15][CH2:14]3)[CH:10]=2)=[N:6][CH:7]=1. The yield is 1.00.